Task: Regression. Given two drug SMILES strings and cell line genomic features, predict the synergy score measuring deviation from expected non-interaction effect.. Dataset: NCI-60 drug combinations with 297,098 pairs across 59 cell lines Cell line: RXF 393. Drug 2: C(CCl)NC(=O)N(CCCl)N=O. Synergy scores: CSS=8.14, Synergy_ZIP=3.06, Synergy_Bliss=2.35, Synergy_Loewe=2.78, Synergy_HSA=2.90. Drug 1: COC1=C2C(=CC3=C1OC=C3)C=CC(=O)O2.